This data is from Experimentally validated miRNA-target interactions with 360,000+ pairs, plus equal number of negative samples. The task is: Binary Classification. Given a miRNA mature sequence and a target amino acid sequence, predict their likelihood of interaction. The miRNA is hsa-miR-6752-3p with sequence UCCCUGCCCCCAUACUCCCAG. The protein sequence of the target gene is MGHLPRGTLGGRRLLPLLGLFVLLKIVTTFHVAVQDDNNIVVSLEASDIVSPASVYVVRVAGESKNYFFEFEEFNSTLPPPVVFKATYHGLYYIITLVVVNGNVVTKPSRSITVLTKPLPVTSVSIYDYKPSPETGVLFEIHYPEKYNVFSRVNISYWEGRDFRTMLYKDFFKGKTVFNHWLPGLCYSNITFQLVSEATFNKSTLVEYSGVSHEPKQHRTAPYPPRNISVRFVNLNKNNWEEPSGSFPEDSFIKPPQDSIGRDRRFHFPEETPETPPSNVSSGSPPSNVSSAWPDPNSTD.... Result: 0 (no interaction).